From a dataset of Reaction yield outcomes from USPTO patents with 853,638 reactions. Predict the reaction yield, written as a fraction of the theoretical maximum amount of product (1.0 means a 100% yield; for example, 0.34 means a 34% yield). (1) The reactants are C([O:8][C:9]1[CH:14]=[C:13]([O:15][CH2:16][O:17][CH3:18])[CH:12]=[CH:11][C:10]=1/[CH:19]=[CH:20]/[C:21]([O:23][CH2:24][CH3:25])=[O:22])C1C=CC=CC=1. The catalyst is [C].[Pd].C(O)C. The product is [OH:8][C:9]1[CH:14]=[C:13]([O:15][CH2:16][O:17][CH3:18])[CH:12]=[CH:11][C:10]=1[CH2:19][CH2:20][C:21]([O:23][CH2:24][CH3:25])=[O:22]. The yield is 0.840. (2) The reactants are [F:1][CH:2]([F:11])[C:3]1[CH:4]=[C:5]([CH:8]=[CH:9][CH:10]=1)[CH:6]=O.S(O)(O)(=O)=O.[C:17]([S:20][CH3:21])(=[NH:19])[NH2:18].[CH3:21][S:20][C:17](=[NH:19])[NH2:18].[C:27]([CH2:29][C:30](OCC)=[O:31])#[N:28].C(=O)([O-])[O-].[K+].[K+]. The catalyst is CCO. The product is [F:1][CH:2]([F:11])[C:3]1[CH:4]=[C:5]([C:6]2[N:18]=[C:17]([S:20][CH3:21])[N:19]=[C:30]([OH:31])[C:29]=2[C:27]#[N:28])[CH:8]=[CH:9][CH:10]=1. The yield is 0.250. (3) The reactants are Cl[C:2]1[C:7]2=[C:8]([CH3:16])[C:9]([C:11]([O:13][CH2:14][CH3:15])=[O:12])=[CH:10][N:6]2[N:5]=[CH:4][N:3]=1.[F:17][C:18]1[CH:23]=[C:22]([N+:24]([O-:26])=[O:25])[CH:21]=[CH:20][C:19]=1[OH:27].C([O-])([O-])=O.[K+].[K+].CN(C=O)C. The catalyst is O. The product is [F:17][C:18]1[CH:23]=[C:22]([N+:24]([O-:26])=[O:25])[CH:21]=[CH:20][C:19]=1[O:27][C:2]1[C:7]2=[C:8]([CH3:16])[C:9]([C:11]([O:13][CH2:14][CH3:15])=[O:12])=[CH:10][N:6]2[N:5]=[CH:4][N:3]=1. The yield is 1.00. (4) The reactants are [C:1]([CH2:3][C:4]([NH2:6])=[O:5])#[N:2].C(O[K])(C)(C)C.[Si:13]([O:20][CH2:21][C:22]#[C:23][C:24](=O)[CH3:25])([C:16]([CH3:19])([CH3:18])[CH3:17])([CH3:15])[CH3:14]. The catalyst is CS(C)=O. The product is [Si:13]([O:20][CH2:21][C:22]1[CH:23]=[C:24]([CH3:25])[NH:6][C:4](=[O:5])[C:3]=1[C:1]#[N:2])([C:16]([CH3:17])([CH3:18])[CH3:19])([CH3:15])[CH3:14]. The yield is 0.860. (5) The reactants are [Cl:1][C:2]1[CH:3]=[CH:4][C:5]([N:8]2[CH2:13][CH2:12][CH:11]([NH:14]C(=O)OC(C)(C)C)[CH2:10][CH2:9]2)=[N:6][CH:7]=1.C1COCC1. The yield is 1.00. The product is [ClH:1].[ClH:1].[Cl:1][C:2]1[CH:3]=[CH:4][C:5]([N:8]2[CH2:13][CH2:12][CH:11]([NH2:14])[CH2:10][CH2:9]2)=[N:6][CH:7]=1. The catalyst is Cl.O1CCOCC1. (6) The reactants are [C:1](Cl)(Cl)=[S:2].[NH2:5][C:6]1[C:15]2[C:10](=[CH:11][CH:12]=[CH:13][CH:14]=2)[C:9]([CH:16]2[CH2:18][CH2:17]2)=[CH:8][CH:7]=1.C(N(C(C)C)CC)(C)C.Cl. The catalyst is ClCCl.O. The product is [CH:16]1([C:9]2[C:10]3[C:15](=[CH:14][CH:13]=[CH:12][CH:11]=3)[C:6]([N:5]=[C:1]=[S:2])=[CH:7][CH:8]=2)[CH2:18][CH2:17]1. The yield is 0.860. (7) The reactants are [CH3:1][N:2]([C:14]1[CH:19]=[CH:18][CH:17]=[CH:16][CH:15]=1)[S:3]([C:6]1[N:7]=[N:8][C:9]([O:12]C)=[CH:10][CH:11]=1)(=[O:5])=[O:4].Cl. The catalyst is O1CCOCC1. The product is [CH3:1][N:2]([C:14]1[CH:19]=[CH:18][CH:17]=[CH:16][CH:15]=1)[S:3]([C:6]1[CH:11]=[CH:10][C:9](=[O:12])[NH:8][N:7]=1)(=[O:4])=[O:5]. The yield is 0.750.